Dataset: Catalyst prediction with 721,799 reactions and 888 catalyst types from USPTO. Task: Predict which catalyst facilitates the given reaction. (1) Reactant: Cl.C(OC([N:9]1[CH2:14][CH2:13][N:12]([C:15](=[O:35])[C:16]2[CH:21]=[C:20]([CH2:22][O:23][C:24]3[CH:29]=[CH:28][C:27]([F:30])=[CH:26][C:25]=3[C:31](=[O:33])[NH2:32])[CH:19]=[CH:18][C:17]=2[F:34])[CH2:11][CH2:10]1)=O)(C)(C)C. Product: [F:30][C:27]1[CH:28]=[CH:29][C:24]([O:23][CH2:22][C:20]2[CH:19]=[CH:18][C:17]([F:34])=[C:16]([C:15]([N:12]3[CH2:11][CH2:10][NH:9][CH2:14][CH2:13]3)=[O:35])[CH:21]=2)=[C:25]([CH:26]=1)[C:31]([NH2:32])=[O:33]. The catalyst class is: 8. (2) Reactant: [CH3:1][C:2]1[CH:11]=[N:10][C:9]2[C:4](=[C:5](I)[CH:6]=[CH:7][CH:8]=2)[N:3]=1.O.[CH3:14][N:15](C=O)C. Product: [CH3:1][C:2]1[CH:11]=[N:10][C:9]2[C:4](=[C:5]([C:14]#[N:15])[CH:6]=[CH:7][CH:8]=2)[N:3]=1. The catalyst class is: 380. (3) Reactant: [C:1]1([NH:7][C:8]([C:10]2[C:11]([NH:22][C:23]3[CH:28]=[CH:27][CH:26]=[CH:25][C:24]=3[Cl:29])=[N:12][C:13]3[C:18]([CH:19]=2)=[CH:17][CH:16]=[C:15]([O:20]C)[CH:14]=3)=[O:9])[CH:6]=[CH:5][CH:4]=[CH:3][CH:2]=1.B(Br)(Br)Br. Product: [C:1]1([NH:7][C:8]([C:10]2[C:11]([NH:22][C:23]3[CH:28]=[CH:27][CH:26]=[CH:25][C:24]=3[Cl:29])=[N:12][C:13]3[C:18]([CH:19]=2)=[CH:17][CH:16]=[C:15]([OH:20])[CH:14]=3)=[O:9])[CH:2]=[CH:3][CH:4]=[CH:5][CH:6]=1. The catalyst class is: 2. (4) Reactant: [F:1][C:2]([F:14])([F:13])[C:3]1[C:11]2[C:6](=[CH:7][C:8]([OH:12])=[CH:9][CH:10]=2)[NH:5][N:4]=1.N1C=CN=C1.[CH3:20][C:21]([Si:24](Cl)([C:31]1[CH:36]=[CH:35][CH:34]=[CH:33][CH:32]=1)[C:25]1[CH:30]=[CH:29][CH:28]=[CH:27][CH:26]=1)([CH3:23])[CH3:22].C(OCC)(=O)C. Product: [Si:24]([O:12][C:8]1[CH:7]=[C:6]2[C:11]([C:3]([C:2]([F:1])([F:13])[F:14])=[N:4][NH:5]2)=[CH:10][CH:9]=1)([C:21]([CH3:23])([CH3:22])[CH3:20])([C:31]1[CH:32]=[CH:33][CH:34]=[CH:35][CH:36]=1)[C:25]1[CH:30]=[CH:29][CH:28]=[CH:27][CH:26]=1. The catalyst class is: 3.